Dataset: Experimentally validated miRNA-target interactions with 360,000+ pairs, plus equal number of negative samples. Task: Binary Classification. Given a miRNA mature sequence and a target amino acid sequence, predict their likelihood of interaction. (1) Result: 0 (no interaction). The miRNA is mmu-miR-574-3p with sequence CACGCUCAUGCACACACCCACA. The protein sequence of the target gene is MDRPDEGPPAKTRRLSSSESPQRDPPPPPPPPPLLRLPLPPPQQRPRLQEETEAAQVLADMRGVGLGPALPPPPPYVILEEGGIRAYFTLGAECPGWDSTIESGYGEAPPPTESLEALPTPEASGGSLEIDFQVVQSSSFGGEGALETCSAVGWAPQRLVDPKSKEEAIIIVEDEDEDERESMRSSRRRRRRRRRKQRKVKRESRERNAERMESILQALEDIQLDLEAVNIKAGKAFLRLKRKFIQMRRPFLERRDLIIQHIPGFWVKAFLNHPRISILINRRDEDIFRYLTNLQVQDLR.... (2) The miRNA is hsa-miR-548ak with sequence AAAAGUAACUGCGGUUUUUGA. The protein sequence of the target gene is MKVLDQSLLWMLLPFFHLIASAAEHEEVAKHAIKLHRGKGATATQRKQWALDSCRRLTGLLRQKNVVLNKLKNAIRAVEKDTSLSGEEKLFQVHTFEIFQKELNESENSIFQAIYGLQRALQGDYRDVVNMKESSKQRLEALREAAIKEETEYVELLAAEKHQVEALKNMQHQNKSLSMLDEILEDVRKAADRLEEEIEEHAFDDNKSVKGVNFEAVLRVEEEEASSKQNMTKREVEDGLGLSMLIDSQNNQYILTKPRDSTIPRADHHFIKDIVTIGMLSLPCGWLCTAIGLPTMFGYI.... Result: 0 (no interaction). (3) The miRNA is mmu-miR-15a-5p with sequence UAGCAGCACAUAAUGGUUUGUG. The protein sequence of the target gene is METVQLRNPPRRQLKKLDEDSLTKQPEEVFDVLEKLGEGSYGSVYKAIHKETGQIVAIKQVPVESDLQEIIKEISIMQQCDSPHVVKYYGSYFKNTDLWIVMEYCGAGSVSDIIRLRNKTLTEDEIATILQSTLKGLEYLHFMRKIHRDIKAGNILLNTEGHAKLADFGVAGQLTDTMAKRNTVIGTPFWMAPEVIQEIGYNCVADIWSLGITAIEMAEGKPPYADIHPMRAIFMIPTNPPPTFRKPELWSDNFMDFVKQCLVKSPEQRATATQLLQHPFVKSAKGVSILRDLINEAMDV.... Result: 1 (interaction). (4) The miRNA is hsa-miR-1266-3p with sequence CCCUGUUCUAUGCCCUGAGGGA. The protein sequence of the target gene is MIARRNPEPLRFLPDEARSLPPPKLTDPRLLYIGFLGYCSGLIDNLIRRRPIATAGLHRQLLYITAFFFAGYYLVKREDYLYAVRDREMFGYMKLHPEDFPEEDVYCCGAERRG. Result: 1 (interaction). (5) The miRNA is hsa-miR-6736-5p with sequence CUGGGUGAGGGCAUCUGUGGU. The protein sequence of the target gene is MVCEKCEKKLGRVITPDTWKDGARNTTESGGRKLNENKALTSKKARFDPYGKNKFSTCRICKSSVHQPGSHYCQGCAYKKGICAMCGKKVLDTKNYKQTSV. Result: 0 (no interaction).